The task is: Predict the reactants needed to synthesize the given product.. This data is from Full USPTO retrosynthesis dataset with 1.9M reactions from patents (1976-2016). (1) Given the product [CH:13]([N:26]1[CH2:29][CH:28]([CH:6]2[CH2:5][NH:4][CH2:3][CH2:2][N:1]2[C:7]2[CH:35]=[CH:36][N:37]=[CH:11][N:12]=2)[CH2:27]1)([C:20]1[CH:25]=[CH:24][CH:23]=[CH:22][CH:21]=1)[C:14]1[CH:19]=[CH:18][CH:17]=[CH:16][CH:15]=1, predict the reactants needed to synthesize it. The reactants are: [N:1]1([C:7]2[N:12]=[CH:11]C=CN=2)[CH2:6][CH2:5][NH:4][CH2:3][CH2:2]1.[CH:13]([N:26]1[CH2:29][CH:28](OS(C)(=O)=O)[CH2:27]1)([C:20]1[CH:25]=[CH:24][CH:23]=[CH:22][CH:21]=1)[C:14]1[CH:19]=[CH:18][CH:17]=[CH:16][CH:15]=1.[CH3:35][CH2:36][N:37](C(C)C)C(C)C. (2) Given the product [C:22]([NH:21][CH2:20][C:17]1[CH:16]=[CH:15][C:14](/[N:13]=[N:12]/[C:9]2[CH:8]=[CH:7][C:6]([C:4]([O:3][CH3:2])=[O:5])=[CH:11][CH:10]=2)=[CH:19][CH:18]=1)(=[O:26])[CH2:23][CH2:24][CH3:25], predict the reactants needed to synthesize it. The reactants are: [Cl-].[CH3:2][O:3][C:4]([C:6]1[CH:11]=[CH:10][C:9]([N:12]=[N:13][C:14]2[CH:19]=[CH:18][C:17]([CH2:20][NH3+:21])=[CH:16][CH:15]=2)=[CH:8][CH:7]=1)=[O:5].[C:22](Cl)(=[O:26])[CH2:23][CH2:24][CH3:25].